Regression. Given two drug SMILES strings and cell line genomic features, predict the synergy score measuring deviation from expected non-interaction effect. From a dataset of Merck oncology drug combination screen with 23,052 pairs across 39 cell lines. Drug 1: CC1(c2nc3c(C(N)=O)cccc3[nH]2)CCCN1. Drug 2: NC1CCCCC1N.O=C(O)C(=O)O.[Pt+2]. Cell line: ES2. Synergy scores: synergy=-16.8.